From a dataset of Catalyst prediction with 721,799 reactions and 888 catalyst types from USPTO. Predict which catalyst facilitates the given reaction. Reactant: [Br:1][C:2]1[CH:7]=[CH:6][C:5]([C@:8](B2OC(C)(C)C(C)(C)O2)([CH:10]2CC2)[CH3:9])=[CH:4][CH:3]=1.ClCCl.[Li+].CC([N-][CH:30]([CH3:32])[CH3:31])C.C(NC(C)C)(C)C.C([Li])CCC.[OH-:45].[Na+].OO.[OH-].[Na+].OO.Cl.[Na+].[Cl-]. Product: [Br:1][C:2]1[CH:3]=[CH:4][C:5]([C@:8]([CH:30]2[CH2:32][CH2:31]2)([CH3:9])[CH:10]=[O:45])=[CH:6][CH:7]=1. The catalyst class is: 132.